The task is: Predict the product of the given reaction.. This data is from Forward reaction prediction with 1.9M reactions from USPTO patents (1976-2016). (1) Given the reactants [Cl:1][C:2]1[C:7]([O:8]C(C)C)=[CH:6][C:5]([N:12]2[C:17](=[O:18])[CH:16]=[C:15]3[CH2:19][CH2:20][CH2:21][N:14]3[C:13]2=[O:22])=[C:4]([F:23])[CH:3]=1.ClC1C(O)=CC(N2C(=O)N3CCCCN3C2=S)=C(F)C=1, predict the reaction product. The product is: [Cl:1][C:2]1[C:7]([OH:8])=[CH:6][C:5]([N:12]2[C:17](=[O:18])[CH:16]=[C:15]3[CH2:19][CH2:20][CH2:21][N:14]3[C:13]2=[O:22])=[C:4]([F:23])[CH:3]=1. (2) Given the reactants Cl[C:2]1[CH:7]=[CH:6][C:5]([N:8]2[CH2:13][CH2:12][O:11][CH2:10][CH2:9]2)=[CH:4][C:3]=1[NH:14][C:15]1[C:24]2[C:19](=[CH:20][C:21]([F:26])=[CH:22][C:23]=2[F:25])[N:18]=[C:17]([C:27]2[CH:32]=[CH:31][CH:30]=[CH:29][N:28]=2)[C:16]=1[CH3:33].[O:34]1[CH2:39][CH:38]=[C:37](B2OC(C)(C)C(C)(C)O2)[CH2:36][CH2:35]1.C1(P(C2CCCCC2)C2CCCCC2)CCCCC1.[O-]P([O-])([O-])=O.[K+].[K+].[K+], predict the reaction product. The product is: [O:34]1[CH2:35][CH:36]=[C:37]([C:2]2[CH:7]=[CH:6][C:5]([N:8]3[CH2:13][CH2:12][O:11][CH2:10][CH2:9]3)=[CH:4][C:3]=2[NH:14][C:15]2[C:24]3[C:19](=[CH:20][C:21]([F:26])=[CH:22][C:23]=3[F:25])[N:18]=[C:17]([C:27]3[CH:32]=[CH:31][CH:30]=[CH:29][N:28]=3)[C:16]=2[CH3:33])[CH2:38][CH2:39]1. (3) Given the reactants [CH3:1][C:2]1([CH3:31])[NH:7][C:6](=[O:8])[C:5]2[S:9][C:10]([N:12]3[C:17]4[CH:18]=[C:19](B5OC(C)(C)C(C)(C)O5)[CH:20]=[CH:21][C:16]=4[O:15][CH2:14][CH2:13]3)=[N:11][C:4]=2[CH2:3]1.C(=O)([O-])[O-].[Na+].[Na+].Br[C:39]1[N:40]=[C:41]([CH3:45])[N:42]([CH3:44])[CH:43]=1, predict the reaction product. The product is: [CH3:44][N:42]1[CH:43]=[C:39]([C:19]2[CH:20]=[CH:21][C:16]3[O:15][CH2:14][CH2:13][N:12]([C:10]4[S:9][C:5]5[C:6](=[O:8])[NH:7][C:2]([CH3:31])([CH3:1])[CH2:3][C:4]=5[N:11]=4)[C:17]=3[CH:18]=2)[N:40]=[C:41]1[CH3:45]. (4) Given the reactants C([S:4][C@@H:5]([CH2:9][CH:10]([CH3:12])[CH3:11])[C:6]([OH:8])=O)(=O)C.CN(C(ON1N=NC2C=CC=NC1=2)=[N+](C)C)C.F[P-](F)(F)(F)(F)F.CCN(C(C)C)C(C)C.Cl.Cl.C[O:49][C:50](=[O:71])[C:51]1[CH:56]=[CH:55][C:54]([CH2:57][N:58]2[C:62]([CH2:63][NH2:64])=[CH:61][N:60]=[C:59]2[CH2:65][CH2:66][CH2:67][CH3:68])=[C:53]([F:69])[C:52]=1[F:70], predict the reaction product. The product is: [CH2:65]([C:59]1[N:58]([CH2:57][C:54]2[CH:55]=[CH:56][C:51]([C:50]([OH:71])=[O:49])=[C:52]([F:70])[C:53]=2[F:69])[C:62]([CH2:63][NH:64][C:6](=[O:8])[C@@H:5]([SH:4])[CH2:9][CH:10]([CH3:11])[CH3:12])=[CH:61][N:60]=1)[CH2:66][CH2:67][CH3:68]. (5) Given the reactants [CH3:1][O:2][C:3]1[CH:11]=[C:10]2[C:6]([C:7]([C:12]([OH:14])=[O:13])=[CH:8][NH:9]2)=[CH:5][CH:4]=1.[H-].[Na+].[C:17]([O:21][C:22](=[O:25])[CH2:23]Br)([CH3:20])([CH3:19])[CH3:18].[NH4+].[Cl-].Cl, predict the reaction product. The product is: [C:17]([O:21][C:22]([CH2:23][N:9]1[C:10]2[C:6](=[CH:5][CH:4]=[C:3]([O:2][CH3:1])[CH:11]=2)[C:7]([C:12]([OH:14])=[O:13])=[CH:8]1)=[O:25])([CH3:20])([CH3:19])[CH3:18]. (6) Given the reactants [Br:1][C:2]1[CH:3]=[CH:4][N:5]2[C:10]=1[C:9]([O:11][C:12]1[CH:18]=[CH:17][C:15]([NH2:16])=[CH:14][C:13]=1[F:19])=[CH:8][CH:7]=[N:6]2.[CH3:20][N:21]1[C:25]([CH3:26])=[C:24]([C:27](O)=[O:28])[C:23](=[O:30])[N:22]1[C:31]1[CH:36]=[CH:35][CH:34]=[CH:33][CH:32]=1.CN(C(ON1N=NC2C=CC=NC1=2)=[N+](C)C)C.F[P-](F)(F)(F)(F)F.C(N(CC)CC)C, predict the reaction product. The product is: [Br:1][C:2]1[CH:3]=[CH:4][N:5]2[C:10]=1[C:9]([O:11][C:12]1[CH:18]=[CH:17][C:15]([NH:16][C:27]([C:24]3[C:23](=[O:30])[N:22]([C:31]4[CH:32]=[CH:33][CH:34]=[CH:35][CH:36]=4)[N:21]([CH3:20])[C:25]=3[CH3:26])=[O:28])=[CH:14][C:13]=1[F:19])=[CH:8][CH:7]=[N:6]2.